Dataset: Catalyst prediction with 721,799 reactions and 888 catalyst types from USPTO. Task: Predict which catalyst facilitates the given reaction. (1) Reactant: Br[CH2:2][C:3]1[CH:10]=[CH:9][C:6]([CH:7]=[O:8])=[CH:5][CH:4]=1.BrCC1C=C(C=CC=1)C=O.[C:21]([O-:24])(=[S:23])[CH3:22].[K+].O. Product: [C:21]([S:23][CH2:2][C:3]1[CH:10]=[CH:9][C:6]([CH:7]=[O:8])=[CH:5][CH:4]=1)(=[O:24])[CH3:22]. The catalyst class is: 21. (2) Reactant: [CH:1]1(/[CH:4]=[CH:5]/[C:6]2[N:11]=[CH:10][N:9]=[C:8]([NH:12]C(=O)OC(C)(C)C)[CH:7]=2)[CH2:3][CH2:2]1.FC(F)(F)C(O)=O. Product: [CH:1]1(/[CH:4]=[CH:5]/[C:6]2[N:11]=[CH:10][N:9]=[C:8]([NH2:12])[CH:7]=2)[CH2:3][CH2:2]1. The catalyst class is: 4. (3) Reactant: [F:1][C:2]1[CH:3]=[C:4]([CH:15]=[CH:16][C:17]=1[N+:18]([O-])=O)[O:5][CH2:6][CH2:7][O:8][CH:9]1[CH2:14][CH2:13][CH2:12][CH2:11][O:10]1. Product: [F:1][C:2]1[CH:3]=[C:4]([O:5][CH2:6][CH2:7][O:8][CH:9]2[CH2:14][CH2:13][CH2:12][CH2:11][O:10]2)[CH:15]=[CH:16][C:17]=1[NH2:18]. The catalyst class is: 481.